From a dataset of Forward reaction prediction with 1.9M reactions from USPTO patents (1976-2016). Predict the product of the given reaction. Given the reactants [Si]([O:8][CH2:9][CH2:10][NH:11][C:12]1[N:17]=[C:16]([O:18][CH3:19])[C:15]([NH:20][C:21]([C:23]2[N:24]=[C:25](Cl)[S:26][CH:27]=2)=[O:22])=[C:14]([O:29][CH3:30])[N:13]=1)(C(C)(C)C)(C)C.[Cl:31][C:32]1[CH:37]=[CH:36][C:35]([C:38]([F:41])([F:40])[F:39])=[CH:34][C:33]=1[OH:42].C(=O)([O-])[O-].[K+].[K+], predict the reaction product. The product is: [Cl:31][C:32]1[CH:37]=[CH:36][C:35]([C:38]([F:39])([F:40])[F:41])=[CH:34][C:33]=1[O:42][C:25]1[S:26][CH:27]=[C:23]([C:21]([NH:20][C:15]2[C:16]([O:18][CH3:19])=[N:17][C:12]([NH:11][CH2:10][CH2:9][OH:8])=[N:13][C:14]=2[O:29][CH3:30])=[O:22])[N:24]=1.